This data is from Peptide-MHC class I binding affinity with 185,985 pairs from IEDB/IMGT. The task is: Regression. Given a peptide amino acid sequence and an MHC pseudo amino acid sequence, predict their binding affinity value. This is MHC class I binding data. (1) The peptide sequence is MYVGGVEHRL. The MHC is Patr-A0901 with pseudo-sequence Patr-A0901. The binding affinity (normalized) is 0.342. (2) The peptide sequence is TAAIMLASY. The MHC is HLA-A23:01 with pseudo-sequence HLA-A23:01. The binding affinity (normalized) is 0.0847. (3) The peptide sequence is AKATGRYNL. The MHC is HLA-A02:03 with pseudo-sequence HLA-A02:03. The binding affinity (normalized) is 0.0847. (4) The peptide sequence is LTDNDDILM. The MHC is HLA-A26:01 with pseudo-sequence HLA-A26:01. The binding affinity (normalized) is 0.00479. (5) The binding affinity (normalized) is 0.0847. The MHC is HLA-A69:01 with pseudo-sequence HLA-A69:01. The peptide sequence is IHSDQLSKF. (6) The peptide sequence is FLFMDRDAL. The MHC is HLA-A68:01 with pseudo-sequence HLA-A68:01. The binding affinity (normalized) is 0.127.